The task is: Regression. Given two drug SMILES strings and cell line genomic features, predict the synergy score measuring deviation from expected non-interaction effect.. This data is from NCI-60 drug combinations with 297,098 pairs across 59 cell lines. (1) Drug 1: CN1CCC(CC1)COC2=C(C=C3C(=C2)N=CN=C3NC4=C(C=C(C=C4)Br)F)OC. Drug 2: CN1C2=C(C=C(C=C2)N(CCCl)CCCl)N=C1CCCC(=O)O.Cl. Cell line: SN12C. Synergy scores: CSS=6.37, Synergy_ZIP=-3.95, Synergy_Bliss=0.271, Synergy_Loewe=-14.3, Synergy_HSA=-0.556. (2) Drug 1: C1CC(=O)NC(=O)C1N2CC3=C(C2=O)C=CC=C3N. Drug 2: CC1CCC2CC(C(=CC=CC=CC(CC(C(=O)C(C(C(=CC(C(=O)CC(OC(=O)C3CCCCN3C(=O)C(=O)C1(O2)O)C(C)CC4CCC(C(C4)OC)O)C)C)O)OC)C)C)C)OC. Cell line: SR. Synergy scores: CSS=35.2, Synergy_ZIP=-3.34, Synergy_Bliss=-5.86, Synergy_Loewe=-8.56, Synergy_HSA=-1.93. (3) Drug 1: CCC1(CC2CC(C3=C(CCN(C2)C1)C4=CC=CC=C4N3)(C5=C(C=C6C(=C5)C78CCN9C7C(C=CC9)(C(C(C8N6C=O)(C(=O)OC)O)OC(=O)C)CC)OC)C(=O)OC)O.OS(=O)(=O)O. Drug 2: CCC1(CC2CC(C3=C(CCN(C2)C1)C4=CC=CC=C4N3)(C5=C(C=C6C(=C5)C78CCN9C7C(C=CC9)(C(C(C8N6C)(C(=O)OC)O)OC(=O)C)CC)OC)C(=O)OC)O.OS(=O)(=O)O. Cell line: CCRF-CEM. Synergy scores: CSS=30.1, Synergy_ZIP=2.01, Synergy_Bliss=3.23, Synergy_Loewe=-22.5, Synergy_HSA=-0.460. (4) Drug 1: C1=NC2=C(N1)C(=S)N=C(N2)N. Drug 2: CC=C1C(=O)NC(C(=O)OC2CC(=O)NC(C(=O)NC(CSSCCC=C2)C(=O)N1)C(C)C)C(C)C. Cell line: SK-MEL-2. Synergy scores: CSS=68.5, Synergy_ZIP=-6.84, Synergy_Bliss=-8.99, Synergy_Loewe=-10.4, Synergy_HSA=-7.86.